From a dataset of hERG Central: cardiac toxicity at 1µM, 10µM, and general inhibition. Predict hERG channel inhibition at various concentrations. (1) The drug is CCCn1c(=N)c(C#N)cc2c(=O)n3cccc(C)c3nc21. Results: hERG_inhib (hERG inhibition (general)): blocker. (2) The compound is O=C(CSc1ccc(Cl)cc1)N1CCN(c2ccc(Cl)cc2[N+](=O)[O-])CC1. Results: hERG_inhib (hERG inhibition (general)): blocker. (3) The molecule is O=C(Nc1ccc(CN2CCCCC2)cc1)c1ccc2c(c1)OCO2. Results: hERG_inhib (hERG inhibition (general)): blocker. (4) The molecule is COc1cccc(NC(=O)COc2cccc(-n3cnnn3)c2)c1. Results: hERG_inhib (hERG inhibition (general)): blocker. (5) The drug is CCN(CC(=O)Nc1ccc(OC)cc1)CC(=O)Nc1ccc(Br)cc1F. Results: hERG_inhib (hERG inhibition (general)): blocker. (6) The drug is CCc1ccc(CN(C)C(=O)C2CCC(=O)N(CCc3ccc(OC)cc3)C2)nc1. Results: hERG_inhib (hERG inhibition (general)): blocker. (7) The drug is CC(C)n1cc(CN2CCN(CCc3ccccc3)C(CCO)C2)cn1. Results: hERG_inhib (hERG inhibition (general)): blocker.